The task is: Predict the reactants needed to synthesize the given product.. This data is from Full USPTO retrosynthesis dataset with 1.9M reactions from patents (1976-2016). (1) Given the product [C:1]([O:4][CH2:5][C:6]1[CH:7]=[C:8]([F:21])[C:9]([CH2:13][C:18]2[CH:17]=[CH:16][C:15]([O:34][CH3:31])=[CH:14][CH:36]=2)=[C:10]([OH:12])[CH:11]=1)(=[O:3])[CH3:2], predict the reactants needed to synthesize it. The reactants are: [C:1]([O:4][CH2:5][C:6]1[C:7](CO)=[C:8]([F:21])[C:9]([C:13]2[CH:18]=[CH:17][C:16](OC)=[CH:15][CH:14]=2)=[C:10]([OH:12])[CH:11]=1)(=[O:3])[CH3:2].C([SiH](CC)CC)C.[C:31](=[O:34])([O-])O.[Na+].[C:36](OCC)(=O)C. (2) Given the product [CH:13]1([C:16]2[C:17]([O:27][CH2:28][CH:29]3[CH2:30][CH2:31][N:32]([CH2:2][C:3]4[CH:8]=[C:7]([Cl:9])[CH:6]=[C:5]([Cl:10])[C:4]=4[I:11])[CH2:33][CH2:34]3)=[CH:18][C:19]([F:26])=[C:20]([CH:25]=2)[C:21]([O:23][CH3:24])=[O:22])[CH2:15][CH2:14]1, predict the reactants needed to synthesize it. The reactants are: Br[CH2:2][C:3]1[CH:8]=[C:7]([Cl:9])[CH:6]=[C:5]([Cl:10])[C:4]=1[I:11].Cl.[CH:13]1([C:16]2[C:17]([O:27][CH2:28][CH:29]3[CH2:34][CH2:33][NH:32][CH2:31][CH2:30]3)=[CH:18][C:19]([F:26])=[C:20]([CH:25]=2)[C:21]([O:23][CH3:24])=[O:22])[CH2:15][CH2:14]1.[I-].[Na+].C(=O)([O-])[O-].[K+].[K+]. (3) Given the product [F:19][C:16]1([CH3:18])[CH2:17][N:14]([C:12]([C:9]2[CH:8]=[CH:7][C:6]3[C:11](=[C:2]([C:29]4[CH:28]=[CH:27][C:26]([C:24]5[CH:23]=[N:22][N:21]([CH3:20])[CH:25]=5)=[CH:31][CH:30]=4)[CH:3]=[N:4][CH:5]=3)[N:10]=2)=[O:13])[CH2:15]1, predict the reactants needed to synthesize it. The reactants are: Br[C:2]1[CH:3]=[N:4][CH:5]=[C:6]2[C:11]=1[N:10]=[C:9]([C:12]([N:14]1[CH2:17][C:16]([F:19])([CH3:18])[CH2:15]1)=[O:13])[CH:8]=[CH:7]2.[CH3:20][N:21]1[CH:25]=[C:24]([C:26]2[CH:31]=[CH:30][C:29](B3OC(C)(C)C(C)(C)O3)=[CH:28][CH:27]=2)[CH:23]=[N:22]1.[O-]P([O-])([O-])=O.[K+].[K+].[K+]. (4) Given the product [C:1]([O:5][C:6](=[O:7])[NH:8][CH2:9][C:10](=[O:12])[NH:25][CH2:24][CH:23]([F:26])[F:22])([CH3:2])([CH3:3])[CH3:4], predict the reactants needed to synthesize it. The reactants are: [C:1]([O:5][C:6]([NH:8][CH2:9][C:10]([OH:12])=O)=[O:7])([CH3:4])([CH3:3])[CH3:2].C(N(CC)C(C)C)(C)C.[F:22][CH:23]([F:26])[CH2:24][NH2:25].CN(C(ON1N=NC2C=CC=NC1=2)=[N+](C)C)C.F[P-](F)(F)(F)(F)F.